This data is from Full USPTO retrosynthesis dataset with 1.9M reactions from patents (1976-2016). The task is: Predict the reactants needed to synthesize the given product. (1) Given the product [C:16]([O:15][C:13]([N:10]1[CH2:9][CH2:8][CH:7]([C:20]2[C:29]3[C:24](=[CH:25][C:26]([O:1][CH3:31])=[CH:27][CH:28]=3)[N:23]=[CH:22][N:21]=2)[CH2:12][CH2:11]1)=[O:14])([CH3:17])([CH3:19])[CH3:18], predict the reactants needed to synthesize it. The reactants are: [OH-:1].[K+].COC([C:7]1([C:20]2[C:29]3[C:24](=[CH:25][C:26](Cl)=[CH:27][CH:28]=3)[N:23]=[CH:22][N:21]=2)[CH2:12][CH2:11][N:10]([C:13]([O:15][C:16]([CH3:19])([CH3:18])[CH3:17])=[O:14])[CH2:9][CH2:8]1)=O.[CH3:31]O. (2) Given the product [ClH:55].[F:54][CH:2]([F:1])[O:3][C:4]1[CH:9]=[CH:8][CH:7]=[CH:6][C:5]=1[CH2:10][C:11]1[N:15]2[CH:16]=[C:17]([C:21]3[CH:26]=[N:25][C:24]([N:27]4[CH2:28][CH2:29][NH:30][CH2:31][CH2:32]4)=[N:23][CH:22]=3)[C:18]([F:20])=[CH:19][C:14]2=[N:13][C:12]=1[CH2:40][O:41][C:42]1[CH:43]=[C:44]([N:48]2[CH2:52][CH2:51][O:50][C:49]2=[O:53])[CH:45]=[CH:46][CH:47]=1, predict the reactants needed to synthesize it. The reactants are: [F:1][CH:2]([F:54])[O:3][C:4]1[CH:9]=[CH:8][CH:7]=[CH:6][C:5]=1[CH2:10][C:11]1[N:15]2[CH:16]=[C:17]([C:21]3[CH:22]=[N:23][C:24]([N:27]4[CH2:32][CH2:31][N:30](C(OC(C)(C)C)=O)[CH2:29][CH2:28]4)=[N:25][CH:26]=3)[C:18]([F:20])=[CH:19][C:14]2=[N:13][C:12]=1[CH2:40][O:41][C:42]1[CH:47]=[CH:46][CH:45]=[C:44]([N:48]2[CH2:52][CH2:51][O:50][C:49]2=[O:53])[CH:43]=1.[ClH:55]. (3) Given the product [CH3:32][C:2]1([CH3:1])[CH2:11][CH:10]=[C:9]([C:12]([O:14][CH2:15][CH3:16])=[O:13])[C:8]2[CH:7]=[C:6]([C:18]([O:20][C:21]3[CH:22]=[CH:23][C:24]([C:25]([O:27][CH2:28][CH3:29])=[O:26])=[CH:30][CH:31]=3)=[O:19])[CH:5]=[CH:4][C:3]1=2, predict the reactants needed to synthesize it. The reactants are: [CH3:1][C:2]1([CH3:32])[CH2:11][CH2:10][C:9](O)([C:12]([O:14][CH2:15][CH3:16])=[O:13])[C:8]2[CH:7]=[C:6]([C:18]([O:20][C:21]3[CH:31]=[CH:30][C:24]([C:25]([O:27][CH2:28][CH3:29])=[O:26])=[CH:23][CH:22]=3)=[O:19])[CH:5]=[CH:4][C:3]1=2.O.C1(C)C=CC(S(O)(=O)=O)=CC=1. (4) Given the product [C:26]([O:25][C:23]([N:18]1[CH2:19][C@@H:20]([CH3:22])[CH2:21][C@H:17]1[C:4]1[N:5]([CH2:9][O:10][CH2:11][CH2:12][Si:13]([CH3:16])([CH3:14])[CH3:15])[C:6]2[CH:7]=[C:35]([C:36]([O:38][CH2:39][CH3:40])=[O:37])[S:34][C:2]=2[N:3]=1)=[O:24])([CH3:27])([CH3:29])[CH3:28], predict the reactants needed to synthesize it. The reactants are: Br[C:2]1[N:3]=[C:4]([C@@H:17]2[CH2:21][C@H:20]([CH3:22])[CH2:19][N:18]2[C:23]([O:25][C:26]([CH3:29])([CH3:28])[CH3:27])=[O:24])[N:5]([CH2:9][O:10][CH2:11][CH2:12][Si:13]([CH3:16])([CH3:15])[CH3:14])[C:6]=1[CH:7]=O.C([O-])C.[Na+].[SH:34][CH2:35][C:36]([O:38][CH2:39][CH3:40])=[O:37].